From a dataset of Serine/threonine kinase 33 screen with 319,792 compounds. Binary Classification. Given a drug SMILES string, predict its activity (active/inactive) in a high-throughput screening assay against a specified biological target. (1) The drug is n1(C(C)C)c2nc(N(CCN(C)C)Cc3ccccc3)nc(N(c3ccccc3)C)c2nc1. The result is 0 (inactive). (2) The drug is s1cc(CN2C(CN(CC2)Cc2c3nonc3ccc2)CCO)cc1. The result is 0 (inactive).